From a dataset of Full USPTO retrosynthesis dataset with 1.9M reactions from patents (1976-2016). Predict the reactants needed to synthesize the given product. Given the product [OH:5][CH2:4][C:3]1[CH:6]=[C:7]([N+:10]([O-:12])=[O:11])[CH:8]=[CH:9][C:2]=1[OH:1], predict the reactants needed to synthesize it. The reactants are: [OH:1][C:2]1[CH:9]=[CH:8][C:7]([N+:10]([O-:12])=[O:11])=[CH:6][C:3]=1[CH:4]=[O:5].[BH4-].[Na+].Cl.